Task: Predict the reactants needed to synthesize the given product.. Dataset: Full USPTO retrosynthesis dataset with 1.9M reactions from patents (1976-2016) (1) Given the product [CH3:19][O:20][C:21]1[CH:22]=[C:23]([O:27][C:28]2[CH:29]=[C:30]([CH2:31][NH:32][C:11](=[O:13])[C:10]3[CH:14]=[CH:15][C:16]([CH3:18])=[N:17][C:9]=3[NH2:8])[CH:33]=[CH:34][CH:35]=2)[CH:24]=[CH:25][CH:26]=1, predict the reactants needed to synthesize it. The reactants are: C(N(CC)CC)C.[NH2:8][C:9]1[N:17]=[C:16]([CH3:18])[CH:15]=[CH:14][C:10]=1[C:11]([OH:13])=O.[CH3:19][O:20][C:21]1[CH:22]=[C:23]([O:27][C:28]2[CH:29]=[C:30]([CH:33]=[CH:34][CH:35]=2)[CH2:31][NH2:32])[CH:24]=[CH:25][CH:26]=1.CN([P+](ON1N=NC2C=CC=CC1=2)(N(C)C)N(C)C)C.F[P-](F)(F)(F)(F)F. (2) The reactants are: Cl.I[C:3]1[C:11]2[C:6](=[N:7][CH:8]=[N:9][C:10]=2[NH2:12])[N:5]([CH:13]2[CH2:17][CH2:16][NH:15][CH2:14]2)[N:4]=1.[CH3:18][O:19][C:20]1[CH:25]=[C:24](B2OC(C)(C)C(C)(C)O2)[CH:23]=[CH:22][C:21]=1[NH:35][C:36]([C:38]1[N:39]([CH3:47])[C:40]2[C:45]([CH:46]=1)=[CH:44][CH:43]=[CH:42][CH:41]=2)=[O:37].C(=O)([O-])[O-].[Na+].[Na+]. Given the product [NH2:12][C:10]1[N:9]=[CH:8][N:7]=[C:6]2[N:5]([CH:13]3[CH2:17][CH2:16][NH:15][CH2:14]3)[N:4]=[C:3]([C:24]3[CH:23]=[CH:22][C:21]([NH:35][C:36]([C:38]4[N:39]([CH3:47])[C:40]5[C:45]([CH:46]=4)=[CH:44][CH:43]=[CH:42][CH:41]=5)=[O:37])=[C:20]([O:19][CH3:18])[CH:25]=3)[C:11]=12, predict the reactants needed to synthesize it.